From a dataset of NCI-60 drug combinations with 297,098 pairs across 59 cell lines. Regression. Given two drug SMILES strings and cell line genomic features, predict the synergy score measuring deviation from expected non-interaction effect. (1) Synergy scores: CSS=15.8, Synergy_ZIP=8.32, Synergy_Bliss=1.76, Synergy_Loewe=-22.4, Synergy_HSA=-5.95. Cell line: UACC62. Drug 1: C1CCC(C1)C(CC#N)N2C=C(C=N2)C3=C4C=CNC4=NC=N3. Drug 2: CC12CCC3C(C1CCC2=O)CC(=C)C4=CC(=O)C=CC34C. (2) Drug 1: C1=CC(=CC=C1CCC2=CNC3=C2C(=O)NC(=N3)N)C(=O)NC(CCC(=O)O)C(=O)O. Drug 2: COC1=NC(=NC2=C1N=CN2C3C(C(C(O3)CO)O)O)N. Cell line: TK-10. Synergy scores: CSS=31.4, Synergy_ZIP=2.75, Synergy_Bliss=0.542, Synergy_Loewe=-28.9, Synergy_HSA=-1.22. (3) Drug 1: C1=CC(=CC=C1CCC2=CNC3=C2C(=O)NC(=N3)N)C(=O)NC(CCC(=O)O)C(=O)O. Drug 2: CC1=C(C(=O)C2=C(C1=O)N3CC4C(C3(C2COC(=O)N)OC)N4)N. Cell line: MOLT-4. Synergy scores: CSS=91.8, Synergy_ZIP=1.41, Synergy_Bliss=-1.54, Synergy_Loewe=-3.43, Synergy_HSA=-0.444. (4) Drug 1: COC1=C(C=C2C(=C1)N=CN=C2NC3=CC(=C(C=C3)F)Cl)OCCCN4CCOCC4. Synergy scores: CSS=48.8, Synergy_ZIP=-9.65, Synergy_Bliss=-8.59, Synergy_Loewe=-4.02, Synergy_HSA=-2.74. Drug 2: C1=CC(=CC=C1CCC2=CNC3=C2C(=O)NC(=N3)N)C(=O)NC(CCC(=O)O)C(=O)O. Cell line: CAKI-1. (5) Drug 1: CC1C(C(CC(O1)OC2CC(CC3=C2C(=C4C(=C3O)C(=O)C5=C(C4=O)C(=CC=C5)OC)O)(C(=O)C)O)N)O.Cl. Drug 2: CC1=C2C(C(=O)C3(C(CC4C(C3C(C(C2(C)C)(CC1OC(=O)C(C(C5=CC=CC=C5)NC(=O)OC(C)(C)C)O)O)OC(=O)C6=CC=CC=C6)(CO4)OC(=O)C)O)C)O. Cell line: SNB-75. Synergy scores: CSS=10.9, Synergy_ZIP=-5.04, Synergy_Bliss=0.406, Synergy_Loewe=-10.6, Synergy_HSA=-0.0401.